This data is from Reaction yield outcomes from USPTO patents with 853,638 reactions. The task is: Predict the reaction yield, written as a fraction of the theoretical maximum amount of product (1.0 means a 100% yield; for example, 0.34 means a 34% yield). (1) The yield is 0.690. The catalyst is CN(C=O)C.CCOC(C)=O. The product is [CH3:27][N:24]1[CH2:25][CH2:26][CH:21]([NH:20][C:12]([C:8]2[C:7]([NH:6][C:4](=[O:5])[C:3]3[C:15]([F:19])=[CH:16][CH:17]=[CH:18][C:2]=3[F:1])=[CH:11][NH:10][N:9]=2)=[O:14])[CH2:22][CH2:23]1. The reactants are [F:1][C:2]1[CH:18]=[CH:17][CH:16]=[C:15]([F:19])[C:3]=1[C:4]([NH:6][C:7]1[C:8]([C:12]([OH:14])=O)=[N:9][NH:10][CH:11]=1)=[O:5].[NH2:20][CH:21]1[CH2:26][CH2:25][N:24]([CH3:27])[CH2:23][CH2:22]1.CCN=C=NCCCN(C)C.C1C=CC2N(O)N=NC=2C=1. (2) The reactants are [Cl:1][C:2]1[CH:3]=[C:4]([CH:7]=[C:8]([Cl:10])[CH:9]=1)[CH:5]=O.CN.[BH3-][C:14]#[N:15].[Na+].Cl. The catalyst is CO.CCOCC.[Cl-].[Cl-].[Zn+2]. The product is [ClH:1].[Cl:1][C:2]1[CH:3]=[C:4]([CH:7]=[C:8]([Cl:10])[CH:9]=1)[CH2:5][NH:15][CH3:14]. The yield is 0.970. (3) The reactants are [Cl:1][C:2]1[N:3]=[N:4][C:5]([Cl:8])=[CH:6][CH:7]=1.[C:9](O)(=O)[CH:10](C)[CH3:11].S(=O)(=O)(O)O.S(OOS([O-])(=O)=O)([O-])(=O)=O.[NH4+].[NH4+].[OH-].[NH4+]. The catalyst is C(#N)C.C1S(=O)(=O)CCC1.O.[N+]([O-])([O-])=O.[Ag+]. The product is [Cl:1][C:2]1[N:3]=[N:4][C:5]([Cl:8])=[CH:6][C:7]=1[CH:10]([CH3:11])[CH3:9]. The yield is 0.670. (4) The product is [CH3:23][N:20]1[CH2:21][CH2:22][N:17]([CH2:16][CH2:15][CH2:14][NH:13][C:9]([C:5]2[C:4]([CH3:12])=[C:3]([CH:1]=[O:2])[NH:7][C:6]=2[CH3:8])=[O:11])[CH2:18][CH2:19]1. The yield is 0.230. The reactants are [CH:1]([C:3]1[NH:7][C:6]([CH3:8])=[C:5]([C:9]([OH:11])=O)[C:4]=1[CH3:12])=[O:2].[NH2:13][CH2:14][CH2:15][CH2:16][N:17]1[CH2:22][CH2:21][N:20]([CH3:23])[CH2:19][CH2:18]1. No catalyst specified. (5) The reactants are [OH:1][NH:2][C:3](=[NH:17])[N:4]1[CH2:9][CH2:8][N:7]([C:10]([O:12][C:13]([CH3:16])([CH3:15])[CH3:14])=[O:11])[CH2:6][CH2:5]1.[C:18](O)(=O)[C:19]1[CH:24]=[CH:23][CH:22]=[CH:21][CH:20]=1.C(N=C=NC(C)C)(C)C. The catalyst is C(Cl)Cl.N1C=CC=CC=1. The product is [C:19]1([C:18]2[O:1][N:2]=[C:3]([N:4]3[CH2:5][CH2:6][N:7]([C:10]([O:12][C:13]([CH3:14])([CH3:16])[CH3:15])=[O:11])[CH2:8][CH2:9]3)[N:17]=2)[CH:24]=[CH:23][CH:22]=[CH:21][CH:20]=1. The yield is 0.530. (6) The reactants are [ClH:1].Br[C:3]1[CH:13]=[C:12]([O:14][CH2:15][CH:16]([OH:19])[CH2:17][OH:18])[C:11]([O:20][CH3:21])=[CH:10][C:4]=1[CH2:5][NH:6]C(=O)C. The catalyst is C(O)C. The product is [ClH:1].[Cl:1][C:3]1[CH:13]=[C:12]([O:14][CH2:15][CH:16]([OH:19])[CH2:17][OH:18])[C:11]([O:20][CH3:21])=[CH:10][C:4]=1[CH2:5][NH2:6]. The yield is 1.00. (7) The reactants are [CH3:1][O:2][CH2:3][CH2:4][N:5]1[CH:9]=[CH:8][N:7]=[C:6]1[CH3:10].C(=O)([O-])[O-].[K+].[K+].C1C(=O)N([Br:24])C(=O)C1. The catalyst is C1COCC1.CCOC(C)=O.O. The product is [Br:24][C:9]1[N:5]([CH2:4][CH2:3][O:2][CH3:1])[C:6]([CH3:10])=[N:7][CH:8]=1. The yield is 0.640. (8) The reactants are B.C1C[O:5]CC1.[CH3:7][O:8][CH:9]1[CH2:14][CH2:13][CH:12]=[CH:11][O:10]1. The catalyst is C1COCC1. The product is [CH3:7][O:8][CH:9]1[O:10][CH2:11][CH:12]([OH:5])[CH2:13][CH2:14]1. The yield is 0.720. (9) The reactants are CS(O)(=O)=O.[NH2:6][CH2:7][C:8]1[CH:9]=[C:10]2[C:14](=[CH:15][CH:16]=1)[C:13](=[O:17])[N:12]([CH:18]1[CH2:23][CH2:22][C:21](=[O:24])[NH:20][C:19]1=[O:25])[CH2:11]2.C1N=CN([C:31](N2C=NC=C2)=[O:32])C=1.[F:38][C:39]1[CH:44]=[C:43]([F:45])[CH:42]=[CH:41][C:40]=1[C:46]1[N:47]=[C:48]([NH2:51])[S:49][CH:50]=1.O. The catalyst is CN(C=O)C.C(OCC)(=O)C. The product is [F:38][C:39]1[CH:44]=[C:43]([F:45])[CH:42]=[CH:41][C:40]=1[C:46]1[N:47]=[C:48]([NH:51][C:31]([NH:6][CH2:7][C:8]2[CH:9]=[C:10]3[C:14](=[CH:15][CH:16]=2)[C:13](=[O:17])[N:12]([CH:18]2[CH2:23][CH2:22][C:21](=[O:24])[NH:20][C:19]2=[O:25])[CH2:11]3)=[O:32])[S:49][CH:50]=1. The yield is 0.130. (10) The reactants are [NH:1]1[CH2:11][CH2:10][CH2:9][C@@H:3]([C:4]([O:6]CC)=[O:5])[CH2:2]1.[C:12](O[C:12]([O:14][C:15]([CH3:18])([CH3:17])[CH3:16])=[O:13])([O:14][C:15]([CH3:18])([CH3:17])[CH3:16])=[O:13].O.[OH-].[Li+]. The catalyst is C(=O)([O-])O.[Na+].O.O1CCCC1. The product is [C:15]([O:14][C:12]([N:1]1[CH2:11][CH2:10][CH2:9][C@@H:3]([C:4]([OH:6])=[O:5])[CH2:2]1)=[O:13])([CH3:18])([CH3:17])[CH3:16]. The yield is 0.950.